Dataset: Full USPTO retrosynthesis dataset with 1.9M reactions from patents (1976-2016). Task: Predict the reactants needed to synthesize the given product. (1) Given the product [Cl:1][C:2]1[CH:7]=[CH:6][CH:5]=[C:4]([Cl:8])[C:3]=1[C:9]1[S:10][C:11]2[C:16]([NH:40][C:30]([CH:24]3[CH2:25][CH2:26]3)=[O:46])=[N:15][CH:14]=[N:13][C:12]=2[N:21]=1, predict the reactants needed to synthesize it. The reactants are: [Cl:1][C:2]1[CH:7]=[CH:6][CH:5]=[C:4]([Cl:8])[C:3]=1[C:9]1[S:10][C:11]2[C:16](S(C)(=O)=O)=[N:15][CH:14]=[N:13][C:12]=2[N:21]=1.ClC1C=C[CH:26]=[C:25](Cl)[C:24]=1[C:30]1SC2C(SC)=NC=NC=2[N:40]=1.ClC1C=C(C=CC=1)C(OO)=[O:46]. (2) The reactants are: [Cl:1][C:2]1[C:11]2[C:6](=[CH:7][CH:8]=[C:9]([CH:12]([C:14]3[C:15]([CH3:20])=[N:16][O:17][C:18]=3[CH3:19])[OH:13])[CH:10]=2)[N:5]=[C:4]([O:21][CH3:22])[C:3]=1[CH2:23][C:24]1[CH:29]=[CH:28][C:27]([C:30]([F:33])([F:32])[F:31])=[CH:26][CH:25]=1. Given the product [Cl:1][C:2]1[C:11]2[C:6](=[CH:7][CH:8]=[C:9]([C:12]([C:14]3[C:15]([CH3:20])=[N:16][O:17][C:18]=3[CH3:19])=[O:13])[CH:10]=2)[N:5]=[C:4]([O:21][CH3:22])[C:3]=1[CH2:23][C:24]1[CH:25]=[CH:26][C:27]([C:30]([F:32])([F:31])[F:33])=[CH:28][CH:29]=1, predict the reactants needed to synthesize it. (3) Given the product [F:1][C:2]([C:5]1[CH:10]=[CH:9][CH:8]=[CH:7][C:6]=1[N:12]1[CH2:17][CH2:16][NH:15][CH2:14][CH2:13]1)([F:4])[CH3:3], predict the reactants needed to synthesize it. The reactants are: [F:1][C:2]([C:5]1[CH:10]=[CH:9][CH:8]=[CH:7][C:6]=1Br)([F:4])[CH3:3].[NH:12]1[CH2:17][CH2:16][NH:15][CH2:14][CH2:13]1. (4) Given the product [N+:18]([C:16]1[CH:15]=[N:14][N:13]([CH2:12][C:9]2[O:8][C:7]([CH2:5][OH:4])=[CH:11][CH:10]=2)[CH:17]=1)([O-:20])=[O:19], predict the reactants needed to synthesize it. The reactants are: N#N.C[O:4][C:5]([C:7]1[O:8][C:9]([CH2:12][N:13]2[CH:17]=[C:16]([N+:18]([O-:20])=[O:19])[CH:15]=[N:14]2)=[CH:10][CH:11]=1)=O.CC(C[AlH]CC(C)C)C.[C@H](O)(C([O-])=O)[C@@H](O)C([O-])=O.[Na+].[K+]. (5) Given the product [CH:16]1[C:17]2[C:22](=[CH:21][CH:20]=[CH:19][CH:18]=2)[CH:23]=[CH:24][C:15]=1[C:9]1[C:8]2[C:12](=[CH:13][CH:14]=[C:6]([C:4]3[N:5]=[C:31]([CH2:30][N:25]4[CH2:29][CH2:28][CH2:27][CH2:26]4)[NH:33][N:34]=3)[CH:7]=2)[NH:11][N:10]=1, predict the reactants needed to synthesize it. The reactants are: C(O[C:4]([C:6]1[CH:7]=[C:8]2[C:12](=[CH:13][CH:14]=1)[NH:11][N:10]=[C:9]2[C:15]1[CH:24]=[CH:23][C:22]2[C:17](=[CH:18][CH:19]=[CH:20][CH:21]=2)[CH:16]=1)=[NH:5])C.[N:25]1([CH2:30][C:31]([NH:33][NH2:34])=O)[CH2:29][CH2:28][CH2:27][CH2:26]1.C[O-].[Na+]. (6) Given the product [CH:1]1([C:6]([C:8]2[C:9]([Cl:17])=[N:10][C:11]([S:15][CH3:16])=[N:12][C:13]=2[Cl:14])=[O:7])[CH2:2][CH2:3][CH2:4][CH2:5]1, predict the reactants needed to synthesize it. The reactants are: [CH:1]1([CH:6]([C:8]2[C:9]([Cl:17])=[N:10][C:11]([S:15][CH3:16])=[N:12][C:13]=2[Cl:14])[OH:7])[CH2:5][CH2:4][CH2:3][CH2:2]1.